This data is from Reaction yield outcomes from USPTO patents with 853,638 reactions. The task is: Predict the reaction yield, written as a fraction of the theoretical maximum amount of product (1.0 means a 100% yield; for example, 0.34 means a 34% yield). (1) The reactants are [BH4-].[Na+].O.[CH2:4]([O:6][CH:7]([O:21][CH2:22][CH3:23])[CH2:8]/[N:9]=[CH:10]/[C:11]1[CH:16]=[CH:15][CH:14]=[C:13]([O:17][CH2:18][CH3:19])[C:12]=1[OH:20])[CH3:5]. The catalyst is C(O)C. The product is [CH2:4]([O:6][CH:7]([O:21][CH2:22][CH3:23])[CH2:8][NH:9][CH2:10][C:11]1[CH:16]=[CH:15][CH:14]=[C:13]([O:17][CH2:18][CH3:19])[C:12]=1[OH:20])[CH3:5]. The yield is 1.00. (2) The catalyst is CN(C)C=O.C(OCC)(=O)C. The yield is 0.630. The reactants are [Cl:1][C:2]1[CH:3]=[C:4]2[C:8](=[CH:9][CH:10]=1)[N:7]([CH:11]([CH2:15][CH:16]([CH3:18])[CH3:17])[C:12]([OH:14])=O)[C:6](=[O:19])[C:5]2=[O:20].[CH3:21][N:22]1[CH:26]=[CH:25][C:24]([NH2:27])=[N:23]1.C(N(CC)C(C)C)(C)C.F[P-](F)(F)(F)(F)F.N1(O[P+](N(C)C)(N(C)C)N(C)C)C2C=CC=CC=2N=N1. The product is [CH3:21][N:22]1[CH:26]=[CH:25][C:24]([NH:27][C:12](=[O:14])[CH:11]([N:7]2[C:8]3[C:4](=[CH:3][C:2]([Cl:1])=[CH:10][CH:9]=3)[C:5](=[O:20])[C:6]2=[O:19])[CH2:15][CH:16]([CH3:18])[CH3:17])=[N:23]1. (3) The reactants are [F:1][C:2]1[CH:3]=[CH:4][C:5]2[N:9]=[C:8]([C@@H:10]([NH2:12])[CH3:11])[N:7]([C:13]3[CH:14]=[N:15][N:16]([CH3:18])[CH:17]=3)[C:6]=2[CH:19]=1.[NH2:20][C:21]1[C:26]([C:27]#[N:28])=[C:25](Cl)[N:24]=[CH:23][N:22]=1.CCN(C(C)C)C(C)C. The catalyst is CC(O)C. The product is [NH2:20][C:21]1[C:26]([C:27]#[N:28])=[C:25]([NH:12][C@H:10]([C:8]2[N:7]([C:13]3[CH:14]=[N:15][N:16]([CH3:18])[CH:17]=3)[C:6]3[CH:19]=[C:2]([F:1])[CH:3]=[CH:4][C:5]=3[N:9]=2)[CH3:11])[N:24]=[CH:23][N:22]=1. The yield is 0.750. (4) The catalyst is CN(C=O)C. The reactants are Br[CH2:2][C:3](=O)[CH2:4][CH2:5][N:6]1[C:14](=[O:15])[C:13]2[C:8](=[CH:9][CH:10]=[CH:11][CH:12]=2)[C:7]1=[O:16].[NH2:18][C:19]1[CH:24]=[CH:23][CH:22]=[CH:21][N:20]=1.C(=O)([O-])O.[Na+]. The product is [N:18]1[C:3]([CH2:4][CH2:5][N:6]2[C:14](=[O:15])[C:13]3[C:8](=[CH:9][CH:10]=[CH:11][CH:12]=3)[C:7]2=[O:16])=[CH:2][N:20]2[CH:21]=[CH:22][CH:23]=[CH:24][C:19]=12. The yield is 0.750.